The task is: Predict the reactants needed to synthesize the given product.. This data is from Full USPTO retrosynthesis dataset with 1.9M reactions from patents (1976-2016). (1) Given the product [Cl:21][C:18]1[CH:19]=[CH:20][C:15]([CH:14]([N:23]2[CH:28]=[CH:27][C:26]([C:29]3[CH:34]=[CH:33][N:32]=[C:31]([NH:35][CH:36]4[CH2:41][CH2:40][O:39][CH2:38][CH2:37]4)[N:30]=3)=[CH:25][C:24]2=[O:42])[CH2:13][CH:12]([OH:11])[CH3:43])=[CH:16][C:17]=1[F:22], predict the reactants needed to synthesize it. The reactants are: Cl.CO.[Si]([O:11][CH:12]([CH3:43])[CH2:13][CH:14]([N:23]1[CH:28]=[CH:27][C:26]([C:29]2[CH:34]=[CH:33][N:32]=[C:31]([NH:35][CH:36]3[CH2:41][CH2:40][O:39][CH2:38][CH2:37]3)[N:30]=2)=[CH:25][C:24]1=[O:42])[C:15]1[CH:20]=[CH:19][C:18]([Cl:21])=[C:17]([F:22])[CH:16]=1)(C(C)(C)C)(C)C.C([O-])(O)=O.[Na+]. (2) Given the product [Cl:1][C:2]1[N:3]=[C:4]([NH2:21])[C:5]2[CH:10]=[CH:9][N:8]([CH2:11][O:12][CH2:13][CH2:14][Si:15]([CH3:18])([CH3:17])[CH3:16])[C:6]=2[N:7]=1, predict the reactants needed to synthesize it. The reactants are: [Cl:1][C:2]1[N:3]=[C:4](Cl)[C:5]2[CH:10]=[CH:9][N:8]([CH2:11][O:12][CH2:13][CH2:14][Si:15]([CH3:18])([CH3:17])[CH3:16])[C:6]=2[N:7]=1.[OH-].[NH4+:21]. (3) Given the product [F:28][C:29]1[CH:30]=[C:31]([C:2]2[C:11]3[C:6](=[CH:7][C:8]([CH2:12][N:13]4[CH:17]=[C:16]([C@:18]([OH:25])([C:21]([F:22])([F:24])[F:23])[CH2:19][CH3:20])[N:15]=[N:14]4)=[CH:9][CH:10]=3)[N:5]=[C:4]([C:26]#[N:27])[CH:3]=2)[CH:32]=[CH:33][C:34]=1[F:35], predict the reactants needed to synthesize it. The reactants are: Cl[C:2]1[C:11]2[C:6](=[CH:7][C:8]([CH2:12][N:13]3[CH:17]=[C:16]([C:18]([OH:25])([C:21]([F:24])([F:23])[F:22])[CH2:19][CH3:20])[N:15]=[N:14]3)=[CH:9][CH:10]=2)[N:5]=[C:4]([C:26]#[N:27])[CH:3]=1.[F:28][C:29]1[CH:30]=[C:31](B(O)O)[CH:32]=[CH:33][C:34]=1[F:35].C([O-])([O-])=O.[Na+].[Na+]. (4) Given the product [Cl:16][C:17]1[CH:23]=[C:22]([F:24])[CH:21]=[CH:20][C:18]=1[NH:19][C:2]1[N:7]2[N:8]=[CH:9][CH:10]=[C:6]2[N:5]=[CH:4][C:3]=1[C:11]([O:13][CH2:14][CH3:15])=[O:12], predict the reactants needed to synthesize it. The reactants are: O[C:2]1[N:7]2[N:8]=[CH:9][CH:10]=[C:6]2[N:5]=[CH:4][C:3]=1[C:11]([O:13][CH2:14][CH3:15])=[O:12].[Cl:16][C:17]1[CH:23]=[C:22]([F:24])[CH:21]=[CH:20][C:18]=1[NH2:19].